Dataset: NCI-60 drug combinations with 297,098 pairs across 59 cell lines. Task: Regression. Given two drug SMILES strings and cell line genomic features, predict the synergy score measuring deviation from expected non-interaction effect. (1) Drug 1: CC(C)NC(=O)C1=CC=C(C=C1)CNNC.Cl. Drug 2: CCC1(C2=C(COC1=O)C(=O)N3CC4=CC5=C(C=CC(=C5CN(C)C)O)N=C4C3=C2)O.Cl. Cell line: ACHN. Synergy scores: CSS=9.30, Synergy_ZIP=-17.1, Synergy_Bliss=-30.4, Synergy_Loewe=-31.9, Synergy_HSA=-27.6. (2) Drug 1: CNC(=O)C1=CC=CC=C1SC2=CC3=C(C=C2)C(=NN3)C=CC4=CC=CC=N4. Drug 2: CC1=CC=C(C=C1)C2=CC(=NN2C3=CC=C(C=C3)S(=O)(=O)N)C(F)(F)F. Cell line: ACHN. Synergy scores: CSS=6.55, Synergy_ZIP=-2.06, Synergy_Bliss=1.30, Synergy_Loewe=0.530, Synergy_HSA=1.05. (3) Drug 1: C1=CC=C(C(=C1)C(C2=CC=C(C=C2)Cl)C(Cl)Cl)Cl. Drug 2: COCCOC1=C(C=C2C(=C1)C(=NC=N2)NC3=CC=CC(=C3)C#C)OCCOC.Cl. Cell line: LOX IMVI. Synergy scores: CSS=-1.92, Synergy_ZIP=4.34, Synergy_Bliss=6.85, Synergy_Loewe=-1.50, Synergy_HSA=0.261. (4) Drug 1: CC=C1C(=O)NC(C(=O)OC2CC(=O)NC(C(=O)NC(CSSCCC=C2)C(=O)N1)C(C)C)C(C)C. Drug 2: CC1C(C(CC(O1)OC2CC(CC3=C2C(=C4C(=C3O)C(=O)C5=C(C4=O)C(=CC=C5)OC)O)(C(=O)CO)O)N)O.Cl. Cell line: PC-3. Synergy scores: CSS=21.9, Synergy_ZIP=-0.413, Synergy_Bliss=0.603, Synergy_Loewe=-1.57, Synergy_HSA=-0.822.